Dataset: Catalyst prediction with 721,799 reactions and 888 catalyst types from USPTO. Task: Predict which catalyst facilitates the given reaction. (1) Reactant: [CH3:1][O:2][C:3](=[O:21])[C:4]1[CH:9]=[C:8]([C:10](=[O:12])[CH3:11])[C:7]([C:13]([F:16])([F:15])[F:14])=[CH:6][C:5]=1[NH:17][C:18](=[O:20])[CH3:19]. Product: [CH3:1][O:2][C:3](=[O:21])[C:4]1[CH:9]=[C:8]([CH:10]([OH:12])[CH3:11])[C:7]([C:13]([F:16])([F:15])[F:14])=[CH:6][C:5]=1[NH:17][C:18](=[O:20])[CH3:19]. The catalyst class is: 123. (2) Reactant: C[N:2]1[CH:7]([O:8][CH:9]([CH3:11])[CH3:10])[C:6]([N+:12]([O-])=O)=[CH:5][CH:4]=[C:3]1[C:15]1[CH2:16][CH2:17][NH:18][CH2:19][CH:20]=1.[CH:21]([O-])=O.[NH4+]. Product: [CH3:21][N:18]1[CH2:19][CH2:20][CH:15]([C:3]2[N:2]=[C:7]([O:8][CH:9]([CH3:10])[CH3:11])[C:6]([NH2:12])=[CH:5][CH:4]=2)[CH2:16][CH2:17]1. The catalyst class is: 43. (3) Reactant: C[O:2][C:3]1[C:12]([CH3:13])=[CH:11][CH:10]=[C:9]2[C:4]=1[CH2:5][C@@H:6]([CH:18]1[CH2:23][CH2:22][NH:21][CH2:20][CH2:19]1)[O:7][C@H:8]2[CH2:14][NH:15][CH:16]=[O:17].Br[C:25]1[CH:30]=[CH:29][CH:28]=[CH:27][C:26]=1[CH2:31][C:32]([O:34][CH2:35][CH3:36])=[O:33].C(N(C(C)C)CC)(C)C. Product: [CH2:35]([O:34][C:32](=[O:33])[CH:31]([N:21]1[CH2:20][CH2:19][CH:18]([C@@H:6]2[CH2:5][C:4]3[C:9](=[CH:10][CH:11]=[C:12]([CH3:13])[C:3]=3[OH:2])[C@H:8]([CH2:14][NH:15][CH:16]=[O:17])[O:7]2)[CH2:23][CH2:22]1)[C:26]1[CH:27]=[CH:28][CH:29]=[CH:30][CH:25]=1)[CH3:36]. The catalyst class is: 10. (4) Reactant: [Br:1]Br.[CH:3]1[C:11]2[C:10]3[CH:12]=[CH:13][CH:14]=[CH:15][C:9]=3[O:8][C:7]=2[CH:6]=[CH:5][CH:4]=1.O. Product: [Br:1][C:4]1[CH:5]=[CH:6][C:7]2[O:8][C:9]3[CH:15]=[CH:14][CH:13]=[CH:12][C:10]=3[C:11]=2[CH:3]=1. The catalyst class is: 15. (5) Reactant: Cl.[CH2:2]([N:6]1[CH2:10][CH2:9][C:8]2([CH2:15][CH2:14][C:13](=O)[CH2:12][CH2:11]2)[CH2:7]1)[CH2:3][CH2:4][CH3:5].[CH3:17][NH:18][CH3:19].[C-:20]#[N:21].[K+]. Product: [CH2:2]([N:6]1[CH2:10][CH2:9][C:8]2([CH2:15][CH2:14][C:13]([N:18]([CH3:19])[CH3:17])([C:20]#[N:21])[CH2:12][CH2:11]2)[CH2:7]1)[CH2:3][CH2:4][CH3:5]. The catalyst class is: 24.